This data is from Peptide-MHC class II binding affinity with 134,281 pairs from IEDB. The task is: Regression. Given a peptide amino acid sequence and an MHC pseudo amino acid sequence, predict their binding affinity value. This is MHC class II binding data. (1) The peptide sequence is LSAEYAAVADELIGL. The MHC is DRB1_0101 with pseudo-sequence DRB1_0101. The binding affinity (normalized) is 0.353. (2) The peptide sequence is TEYQKTKLNDWDFVV. The MHC is DRB1_0802 with pseudo-sequence DRB1_0802. The binding affinity (normalized) is 0.161. (3) The peptide sequence is CGGTGKNTIVIPKGD. The MHC is DRB1_0901 with pseudo-sequence DRB1_0901. The binding affinity (normalized) is 0.144. (4) The peptide sequence is CFNCGKEGHLARNCRAPR. The MHC is DRB3_0101 with pseudo-sequence DRB3_0101. The binding affinity (normalized) is 0.0704. (5) The peptide sequence is VFGNCEGVKIIGISI. The MHC is HLA-DQA10102-DQB10602 with pseudo-sequence HLA-DQA10102-DQB10602. The binding affinity (normalized) is 0.616.